This data is from Full USPTO retrosynthesis dataset with 1.9M reactions from patents (1976-2016). The task is: Predict the reactants needed to synthesize the given product. (1) Given the product [O:72]=[S:51]1(=[O:71])[C:52]2[CH:60]=[C:59]([C:61]#[C:62][CH2:63][CH2:64][C:65]3[CH:70]=[CH:69][CH:68]=[CH:67][CH:66]=3)[CH:58]=[CH:57][C:53]=2[NH:54][C:55](=[O:56])[N:50]1[CH2:49][C:46]1[CH:45]=[CH:44][C:43]([C:42]([OH:73])=[O:41])=[CH:48][CH:47]=1, predict the reactants needed to synthesize it. The reactants are: C(OC(=O)C1(C)C(C(C#CCC2C=CC=CC=2)N2CC3C=CC=CC=3N[SH2]2)=CC(=O)CC1=O)(C)(C)C.C([O:41][C:42](=[O:73])[C:43]1[CH:48]=[CH:47][C:46]([CH2:49][N:50]2[C:55](=[O:56])[NH:54][C:53]3[CH:57]=[CH:58][C:59]([C:61]#[C:62][CH2:63][CH2:64][C:65]4[CH:70]=[CH:69][CH:68]=[CH:67][CH:66]=4)=[CH:60][C:52]=3[S:51]2(=[O:72])=[O:71])=[CH:45][CH:44]=1)(C)(C)C. (2) Given the product [Cl:1][C:2]1[CH:3]=[N:4][C:5]2[NH:6][C:7]3[CH:8]=[CH:9][C:10]([N:28]4[CH2:29][CH2:30][N:31]([CH3:34])[CH2:32][CH2:33]4)=[C:11]([CH:27]=3)[CH:12]=[CH:13][C:14]3[CH:22]=[C:18]([NH:19][C:20]=1[N:21]=2)[CH:17]=[CH:16][CH:15]=3, predict the reactants needed to synthesize it. The reactants are: [Cl:1][C:2]1[CH:3]=[N:4][C:5]2[NH:6][C:7]3[CH:8]=[CH:9][C:10]([N:28]4[CH2:33][CH2:32][N:31]([CH3:34])[CH2:30][CH2:29]4)=[C:11]([CH:27]=3)[CH:12]=[CH:13][C:14]3[CH:22]=[C:18]([NH:19][C:20]=1[N:21]=2)[C:17](C(OC)=O)=[CH:16][CH:15]=3.COC(=O)C1C=CC(Br)=CC=1NC1C(Cl)=CN=C(NC2C=CC(N3CCN(C)CC3)=C(C=C)C=2)N=1. (3) Given the product [N:6]1[CH:7]=[CH:8][C:3]([N:9]2[CH2:14][CH2:13][CH:12]([C:15]([O:17][CH2:18][CH3:19])=[O:16])[CH2:11][CH2:10]2)=[N:4][CH:5]=1, predict the reactants needed to synthesize it. The reactants are: Cl.Cl[C:3]1[CH:8]=[CH:7][N:6]=[CH:5][N:4]=1.[NH:9]1[CH2:14][CH2:13][CH:12]([C:15]([O:17][CH2:18][CH3:19])=[O:16])[CH2:11][CH2:10]1. (4) Given the product [CH3:1][C:2]1[CH:11]=[CH:10][C:9]2[C:4](=[C:5]([CH2:12][C:13]([O:15][CH3:18])=[O:14])[CH:6]=[CH:7][CH:8]=2)[N:3]=1, predict the reactants needed to synthesize it. The reactants are: [CH3:1][C:2]1[CH:11]=[CH:10][C:9]2[C:4](=[C:5]([CH2:12][C:13]([OH:15])=[O:14])[CH:6]=[CH:7][CH:8]=2)[N:3]=1.Cl[Si](C)(C)[CH3:18]. (5) The reactants are: [C:1]1([C@@H:7]2[CH2:11][N:10]([CH2:12][CH:13]3[CH2:18][CH2:17][O:16][CH2:15][CH2:14]3)[C:9](=[O:19])[N:8]2[CH:20]2[CH2:25][CH2:24][NH:23][CH2:22][CH2:21]2)[CH:6]=[CH:5][CH:4]=[CH:3][CH:2]=1.Br[CH2:27][C:28]1[CH:29]=[CH:30][C:31]([O:34][C:35]2[CH:42]=[CH:41][C:38]([C:39]#[N:40])=[CH:37][CH:36]=2)=[N:32][CH:33]=1. Given the product [O:19]=[C:9]1[N:10]([CH2:12][CH:13]2[CH2:14][CH2:15][O:16][CH2:17][CH2:18]2)[CH2:11][C@@H:7]([C:1]2[CH:2]=[CH:3][CH:4]=[CH:5][CH:6]=2)[N:8]1[CH:20]1[CH2:25][CH2:24][N:23]([CH2:27][C:28]2[CH:29]=[CH:30][C:31]([O:34][C:35]3[CH:42]=[CH:41][C:38]([C:39]#[N:40])=[CH:37][CH:36]=3)=[N:32][CH:33]=2)[CH2:22][CH2:21]1, predict the reactants needed to synthesize it.